This data is from Full USPTO retrosynthesis dataset with 1.9M reactions from patents (1976-2016). The task is: Predict the reactants needed to synthesize the given product. Given the product [NH2:1][C:2]1[CH:7]=[CH:6][C:5]([CH2:8][N:10]2[CH2:15][CH2:14][N:13]([CH2:16][C:17]3[CH:18]=[CH:19][C:20]([C:23]([OH:32])([C:28]([F:30])([F:31])[F:29])[C:24]([F:25])([F:26])[F:27])=[CH:21][CH:22]=3)[CH2:12][CH2:11]2)=[CH:4][C:3]=1[F:33], predict the reactants needed to synthesize it. The reactants are: [NH2:1][C:2]1[CH:7]=[CH:6][C:5]([C:8]([N:10]2[CH2:15][CH2:14][N:13]([CH2:16][C:17]3[CH:22]=[CH:21][C:20]([C:23]([OH:32])([C:28]([F:31])([F:30])[F:29])[C:24]([F:27])([F:26])[F:25])=[CH:19][CH:18]=3)[CH2:12][CH2:11]2)=O)=[CH:4][C:3]=1[F:33].Cl.